This data is from Reaction yield outcomes from USPTO patents with 853,638 reactions. The task is: Predict the reaction yield, written as a fraction of the theoretical maximum amount of product (1.0 means a 100% yield; for example, 0.34 means a 34% yield). (1) The reactants are [C:1]([O:24][CH3:25])(=[O:23])[CH2:2][CH2:3][CH2:4][CH2:5][CH2:6][CH2:7][CH2:8][CH2:9][CH2:10][CH2:11][CH2:12][CH2:13][CH2:14][CH2:15][CH2:16][CH2:17][CH2:18][CH2:19][CH2:20][CH2:21][CH3:22].[O:26]1[CH2:31][CH2:30][N:29]([CH2:32]CO)[CH2:28][CH2:27]1. The catalyst is C[O-].[Na+].C1(C)C=CC=CC=1. The product is [C:1]([O:24][CH2:25][CH2:32][N:29]1[CH2:30][CH2:31][O:26][CH2:27][CH2:28]1)(=[O:23])[CH2:2][CH2:3][CH2:4][CH2:5][CH2:6][CH2:7][CH2:8][CH2:9][CH2:10][CH2:11][CH2:12][CH2:13][CH2:14][CH2:15][CH2:16][CH2:17][CH2:18][CH2:19][CH2:20][CH2:21][CH3:22]. The yield is 0.910. (2) The reactants are C(O[C:6](=O)[N:7]([CH2:9][CH:10]([C:30]1[CH:35]=[CH:34][C:33]([Cl:36])=[C:32]([Cl:37])[CH:31]=1)[CH2:11][CH2:12][N:13]1[CH2:18][CH2:17][C:16]([C:25](=[O:29])[N:26]([CH3:28])[CH3:27])([N:19]2[CH2:24][CH2:23][CH2:22][CH2:21][CH2:20]2)[CH2:15][CH2:14]1)C)(C)(C)C.Cl.C(O)(C)C. The catalyst is C(Cl)Cl. The product is [Cl:37][C:32]1[CH:31]=[C:30]([C@@H:10]([CH2:9][NH:7][CH3:6])[CH2:11][CH2:12][N:13]2[CH2:14][CH2:15][C:16]([C:25]([N:26]([CH3:28])[CH3:27])=[O:29])([N:19]3[CH2:20][CH2:21][CH2:22][CH2:23][CH2:24]3)[CH2:17][CH2:18]2)[CH:35]=[CH:34][C:33]=1[Cl:36]. The yield is 0.670. (3) The reactants are [OH-].[Na+].C[O:4][C:5](=[O:39])[CH2:6][C:7]1[CH:8]=[N:9][CH:10]=[C:11]([C:13]2[CH:18]=[CH:17][C:16]([C:19]([CH2:37][CH3:38])([C:22]3[CH:27]=[CH:26][C:25]([C:28]#[C:29][C:30]([CH2:34][CH3:35])([OH:33])[CH2:31][CH3:32])=[C:24]([CH3:36])[CH:23]=3)[CH2:20][CH3:21])=[CH:15][CH:14]=2)[CH:12]=1.[Cl-].[NH4+]. The product is [CH2:20]([C:19]([C:16]1[CH:15]=[CH:14][C:13]([C:11]2[CH:12]=[C:7]([CH2:6][C:5]([OH:39])=[O:4])[CH:8]=[N:9][CH:10]=2)=[CH:18][CH:17]=1)([C:22]1[CH:27]=[CH:26][C:25]([C:28]#[C:29][C:30]([CH2:31][CH3:32])([OH:33])[CH2:34][CH3:35])=[C:24]([CH3:36])[CH:23]=1)[CH2:37][CH3:38])[CH3:21]. The catalyst is CO.O1CCCC1. The yield is 0.790.